Dataset: Catalyst prediction with 721,799 reactions and 888 catalyst types from USPTO. Task: Predict which catalyst facilitates the given reaction. Reactant: C(O[C:4]([C:6]1[C:7]2[S:15][CH:14]=[C:13]([CH2:16][O:17][C:18]3[CH:23]=[C:22]([NH:24][C:25](=[O:32])[C:26]4[CH:31]=[CH:30][CH:29]=[CH:28][CH:27]=4)[CH:21]=[CH:20][C:19]=3[CH3:33])[C:8]=2[C:9]([NH2:12])=[N:10][CH:11]=1)=[O:5])C.[CH2:34]([CH2:36][NH2:37])[OH:35]. Product: [OH:35][CH2:34][CH2:36][NH:37][C:4]([C:6]1[C:7]2[S:15][CH:14]=[C:13]([CH2:16][O:17][C:18]3[CH:23]=[C:22]([NH:24][C:25](=[O:32])[C:26]4[CH:31]=[CH:30][CH:29]=[CH:28][CH:27]=4)[CH:21]=[CH:20][C:19]=3[CH3:33])[C:8]=2[C:9]([NH2:12])=[N:10][CH:11]=1)=[O:5]. The catalyst class is: 16.